Dataset: Full USPTO retrosynthesis dataset with 1.9M reactions from patents (1976-2016). Task: Predict the reactants needed to synthesize the given product. (1) Given the product [C:1]1([S:7]([N:18]([CH2:11][C:12]2[CH:17]=[CH:16][CH:15]=[CH:14][CH:13]=2)[CH2:19][CH2:20][O:21][S:7]([C:28]2[CH:27]=[CH:3][CH:2]=[CH:1][CH:6]=2)(=[O:9])=[O:8])(=[O:9])=[O:8])[CH:6]=[CH:5][CH:4]=[CH:3][CH:2]=1, predict the reactants needed to synthesize it. The reactants are: [C:1]1([S:7](Cl)(=[O:9])=[O:8])[CH:6]=[CH:5][CH:4]=[CH:3][CH:2]=1.[CH2:11]([NH:18][CH2:19][CH2:20][OH:21])[C:12]1[CH:17]=[CH:16][CH:15]=[CH:14][CH:13]=1.C(N([CH2:27][CH3:28])CC)C. (2) Given the product [F:11][C:4]1[CH:5]=[C:6]([N+:8]([O-:10])=[O:9])[CH:7]=[C:2]([F:1])[C:3]=1[N:17]1[CH:18]=[C:14]([CH3:13])[N:15]=[CH:16]1, predict the reactants needed to synthesize it. The reactants are: [F:1][C:2]1[CH:7]=[C:6]([N+:8]([O-:10])=[O:9])[CH:5]=[C:4]([F:11])[C:3]=1F.[CH3:13][C:14]1[N:15]=[CH:16][NH:17][CH:18]=1.C(N(CC)CC)C. (3) Given the product [ClH:21].[O:17]1[CH:18]=[CH:19][N:20]=[C:16]1[C:14]([CH:11]1[CH2:12][CH2:13][NH:8][CH2:9][CH2:10]1)=[O:15], predict the reactants needed to synthesize it. The reactants are: C(OC([N:8]1[CH2:13][CH2:12][CH:11]([C:14]([C:16]2[O:17][CH:18]=[CH:19][N:20]=2)=[O:15])[CH2:10][CH2:9]1)=O)(C)(C)C.[ClH:21]. (4) The reactants are: [O:1]1[C:5]2([CH2:10][CH2:9][CH:8]([C:11]([O:13]CC)=[O:12])[CH2:7][CH2:6]2)[O:4][CH2:3][CH2:2]1.C1COCC1.O.[OH-].[Li+].Cl. Given the product [O:1]1[C:5]2([CH2:10][CH2:9][CH:8]([C:11]([OH:13])=[O:12])[CH2:7][CH2:6]2)[O:4][CH2:3][CH2:2]1, predict the reactants needed to synthesize it. (5) Given the product [CH:25]([C:23]1[N:24]=[C:20]([CH2:19][CH2:18][C:16]2[CH:15]=[CH:14][N:10]3[C:11](=[O:13])[CH:12]=[C:7]([C:36]4[CH:37]=[N:38][CH:39]=[CH:40][CH:41]=4)[N:8]=[C:9]3[CH:17]=2)[S:21][CH:22]=1)([CH3:27])[CH3:26], predict the reactants needed to synthesize it. The reactants are: FC(F)(F)S(O[C:7]1[N:8]=[C:9]2[CH:17]=[C:16]([CH2:18][CH2:19][C:20]3[S:21][CH:22]=[C:23]([CH:25]([CH3:27])[CH3:26])[N:24]=3)[CH:15]=[CH:14][N:10]2[C:11](=[O:13])[CH:12]=1)(=O)=O.B1([C:36]2[CH:41]=[CH:40][CH:39]=[N:38][CH:37]=2)OCCCO1.[Br-].[K+].C(=O)([O-])[O-].[K+].[K+]. (6) Given the product [F:26][C:20]1[CH:21]=[CH:22][C:23]([F:25])=[CH:24][C:19]=1[CH2:18][NH:17][C:14]1[CH:15]=[CH:16][C:11]2[N:12]([C:8]([C:4]3[CH:3]=[C:2]([NH:1][C:33]([CH:30]4[CH2:31][CH2:32][O:27][CH2:28][CH2:29]4)=[O:34])[CH:7]=[CH:6][CH:5]=3)=[CH:9][N:10]=2)[N:13]=1, predict the reactants needed to synthesize it. The reactants are: [NH2:1][C:2]1[CH:3]=[C:4]([C:8]2[N:12]3[N:13]=[C:14]([NH:17][CH2:18][C:19]4[CH:24]=[C:23]([F:25])[CH:22]=[CH:21][C:20]=4[F:26])[CH:15]=[CH:16][C:11]3=[N:10][CH:9]=2)[CH:5]=[CH:6][CH:7]=1.[O:27]1[CH2:32][CH2:31][CH:30]([C:33](O)=[O:34])[CH2:29][CH2:28]1.CN1CCOCC1.CN(C(ON1N=NC2C=CC=NC1=2)=[N+](C)C)C.F[P-](F)(F)(F)(F)F.